From a dataset of Catalyst prediction with 721,799 reactions and 888 catalyst types from USPTO. Predict which catalyst facilitates the given reaction. (1) Reactant: [Cl:1][C:2]1[CH:3]=[C:4]([C:12]([O:14][CH3:15])=[O:13])[CH:5]=[C:6]([CH:11]=1)[C:7](OC)=[O:8].[BH4-].[Na+]. Product: [Cl:1][C:2]1[CH:3]=[C:4]([CH:5]=[C:6]([CH2:7][OH:8])[CH:11]=1)[C:12]([O:14][CH3:15])=[O:13]. The catalyst class is: 100. (2) Product: [CH:1]1([NH:4][C:5](=[O:6])[NH:7][C:8]2[CH:13]=[CH:12][C:11]([O:14][C:15]3[CH:20]=[CH:19][N:18]=[C:17]4[CH:21]=[C:22]([C:36]5[CH2:35][CH2:34][N:33]([C:26]([O:28][CH2:29][CH2:32][CH2:55][CH3:56])=[O:27])[CH2:38][CH:37]=5)[S:23][C:16]=34)=[C:10]([F:25])[CH:9]=2)[CH2:3][CH2:2]1. The catalyst class is: 73. Reactant: [CH:1]1([NH:4][C:5]([NH:7][C:8]2[CH:13]=[CH:12][C:11]([O:14][C:15]3[CH:20]=[CH:19][N:18]=[C:17]4[CH:21]=[C:22](I)[S:23][C:16]=34)=[C:10]([F:25])[CH:9]=2)=[O:6])[CH2:3][CH2:2]1.[C:26]([N:33]1[CH2:38][CH:37]=[C:36](B2OC(C)(C)C(C)(C)O2)[CH2:35][CH2:34]1)([O:28][C:29]([CH3:32])(C)C)=[O:27].C([O-])(O)=O.[Na+].CO[CH2:55][CH2:56]OC.O.